From a dataset of Full USPTO retrosynthesis dataset with 1.9M reactions from patents (1976-2016). Predict the reactants needed to synthesize the given product. (1) Given the product [N:25]1[CH:26]=[CH:27][CH:28]=[CH:29][C:24]=1[C:2]1[CH:7]=[CH:6][C:5]([CH2:8][C:9]([O:11][CH3:12])=[O:10])=[CH:4][CH:3]=1, predict the reactants needed to synthesize it. The reactants are: Br[C:2]1[CH:7]=[CH:6][C:5]([CH2:8][C:9]([O:11][CH3:12])=[O:10])=[CH:4][CH:3]=1.C(N(C(C)C)CC)(C)C.C[Sn](C)(C)[C:24]1[CH:29]=[CH:28][CH:27]=[CH:26][N:25]=1. (2) Given the product [OH:15][CH2:14][C:13]1[CH:12]=[C:11]([NH:10][C:8](=[O:9])[O:7][C:3]([CH3:5])([CH3:4])[CH3:6])[CH:20]=[C:19]([O:21][CH3:22])[CH:18]=1, predict the reactants needed to synthesize it. The reactants are: [BH4-].[Na+].[C:3]([O:7][C:8]([NH:10][C:11]1[CH:12]=[C:13]([CH:18]=[C:19]([O:21][CH3:22])[CH:20]=1)[C:14](OC)=[O:15])=[O:9])([CH3:6])([CH3:5])[CH3:4].Cl. (3) Given the product [CH2:44]([N:6]1[C:5]2[CH:7]=[CH:8][CH:9]=[CH:10][C:4]=2[N:3]([CH:11]2[CH2:12][CH2:13][N:14]([C:17]([O:19][CH2:20][C@@H:21]([N:29]([CH2:30][C:31]3[CH:36]=[CH:35][CH:34]=[CH:33][CH:32]=3)[CH2:37][C:38]3[CH:43]=[CH:42][CH:41]=[CH:40][CH:39]=3)[CH2:22][C:23]3[CH:24]=[CH:25][CH:26]=[CH:27][CH:28]=3)=[O:18])[CH2:15][CH2:16]2)[C:2]1=[O:1])[C:45]1[CH:50]=[CH:49][CH:48]=[CH:47][CH:46]=1, predict the reactants needed to synthesize it. The reactants are: [O:1]=[C:2]1[NH:6][C:5]2[CH:7]=[CH:8][CH:9]=[CH:10][C:4]=2[N:3]1[CH:11]1[CH2:16][CH2:15][N:14]([C:17]([O:19][CH2:20][C@@H:21]([N:29]([CH2:37][C:38]2[CH:43]=[CH:42][CH:41]=[CH:40][CH:39]=2)[CH2:30][C:31]2[CH:36]=[CH:35][CH:34]=[CH:33][CH:32]=2)[CH2:22][C:23]2[CH:28]=[CH:27][CH:26]=[CH:25][CH:24]=2)=[O:18])[CH2:13][CH2:12]1.[CH2:44](Br)[C:45]1[CH:50]=[CH:49][CH:48]=[CH:47][CH:46]=1. (4) Given the product [CH3:1][C:2]1([CH:9]2[CH2:13][CH2:12][CH2:11][CH:10]2[CH3:14])[NH:6][C:5](=[O:7])[N:4]([CH2:16][C:17](=[O:18])[C:19]2[CH:24]=[CH:23][CH:22]=[CH:21][CH:20]=2)[C:3]1=[O:8], predict the reactants needed to synthesize it. The reactants are: [CH3:1][C:2]1([CH:9]2[CH2:13][CH2:12][CH2:11][CH:10]2[CH3:14])[NH:6][C:5](=[O:7])[NH:4][C:3]1=[O:8].Br[CH2:16][C:17]([C:19]1[CH:24]=[CH:23][CH:22]=[CH:21][CH:20]=1)=[O:18]. (5) Given the product [CH3:7][O:10][P:11]([C:23]1[CH:28]=[CH:27][CH:26]=[CH:25][CH:24]=1)(=[O:12])[O:47][C:44]1[CH:45]=[C:46]2[C:41](=[CH:42][CH:43]=1)[NH:40][N:39]=[C:38]2[C:30]1[NH:29][C:37]2[C:32]([CH:31]=1)=[CH:33][CH:34]=[CH:35][CH:36]=2, predict the reactants needed to synthesize it. The reactants are: [N+](C1C=C[C:7]([O:10][P:11]([C:23]2[CH:28]=[CH:27][CH:26]=[CH:25][CH:24]=2)(=O)[O:12]C2C=CC([N+]([O-])=O)=CC=2)=CC=1)([O-])=O.[NH:29]1[C:37]2[C:32](=[CH:33][CH:34]=[CH:35][CH:36]=2)[CH:31]=[C:30]1[C:38]1[C:46]2[C:41](=[CH:42][CH:43]=[C:44]([OH:47])[CH:45]=2)[NH:40][N:39]=1.N12CCCN=C1CCCCC2.C(=O)(O)[O-].[Na+].[Cl-].[Na+].